This data is from Full USPTO retrosynthesis dataset with 1.9M reactions from patents (1976-2016). The task is: Predict the reactants needed to synthesize the given product. (1) Given the product [CH3:24][O:25][C:26](=[O:29])[CH2:27][NH:28][C:3](=[O:4])/[C:2](/[CH3:1])=[CH:6]/[CH3:7], predict the reactants needed to synthesize it. The reactants are: [CH3:1]/[C:2](=[CH:6]\[CH3:7])/[C:3](O)=[O:4].CN1CCOCC1.ClC(OCC(C)C)=O.Cl.[CH3:24][O:25][C:26](=[O:29])[CH2:27][NH2:28]. (2) Given the product [CH2:14]([O:16][C:17]1[CH:27]=[CH:26][C:20]([O:21][CH:22]2[CH2:23][N:24]([C:2]3[CH:7]=[CH:6][C:5]([C@@H:8]([NH:10][C:11](=[O:13])[CH3:12])[CH3:9])=[CH:4][CH:3]=3)[CH2:25]2)=[C:19]([F:28])[CH:18]=1)[CH3:15], predict the reactants needed to synthesize it. The reactants are: Br[C:2]1[CH:7]=[CH:6][C:5]([C@@H:8]([NH:10][C:11](=[O:13])[CH3:12])[CH3:9])=[CH:4][CH:3]=1.[CH2:14]([O:16][C:17]1[CH:27]=[CH:26][C:20]([O:21][CH:22]2[CH2:25][NH:24][CH2:23]2)=[C:19]([F:28])[CH:18]=1)[CH3:15].C([O-])([O-])=O.[Cs+].[Cs+].O. (3) Given the product [Cl:18][C:11]1[N:10]=[C:9]([NH2:7])[C:14]([N+:15]([O-:17])=[O:16])=[CH:13][CH:12]=1, predict the reactants needed to synthesize it. The reactants are: C(=O)([O-])[O-].[Na+].[Na+].[NH3:7].Cl[C:9]1[C:14]([N+:15]([O-:17])=[O:16])=[CH:13][CH:12]=[C:11]([Cl:18])[N:10]=1. (4) Given the product [Cl:19][C:9]1[C:8]2[CH2:7][CH2:6][N:5]3[C:3](=[O:4])[CH2:2][NH:1][C:16](=[O:17])[CH2:15][CH:14]3[C:13]=2[N:12]=[CH:11][CH:10]=1, predict the reactants needed to synthesize it. The reactants are: [NH2:1][CH2:2][C:3]([N:5]1[CH:14]([CH2:15][C:16](O)=[O:17])[C:13]2[N:12]=[CH:11][CH:10]=[C:9]([Cl:19])[C:8]=2[CH2:7][CH2:6]1)=[O:4].C(N(CC)CC)C.C([O-])(O)=O.[Na+]. (5) Given the product [N+:11]([C:14]1[CH:15]=[C:16]([C:17]2[NH:1][N:2]=[C:3]([C:5]3[CH:10]=[CH:9][CH:8]=[CH:7][N:6]=3)[N:4]=2)[CH:19]=[CH:20][CH:21]=1)([O-:13])=[O:12], predict the reactants needed to synthesize it. The reactants are: [NH2:1][NH:2][C:3]([C:5]1[CH:10]=[CH:9][CH:8]=[CH:7][N:6]=1)=[NH:4].[N+:11]([C:14]1[CH:15]=[C:16]([CH:19]=[CH:20][CH:21]=1)[CH:17]=O)([O-:13])=[O:12]. (6) Given the product [CH2:21]([O:20][C:18](=[O:19])[CH2:17][N:8]1[C:7]2[CH:13]=[C:3]([O:2][CH3:1])[CH:4]=[CH:5][C:6]=2[O:11][CH2:10][C:9]1=[O:12])[CH3:22], predict the reactants needed to synthesize it. The reactants are: [CH3:1][O:2][C:3]1[CH:4]=[CH:5][C:6]2[O:11][CH2:10][C:9](=[O:12])[NH:8][C:7]=2[CH:13]=1.[H-].[Na+].Br[CH2:17][C:18]([O:20][CH2:21][CH3:22])=[O:19].FC(F)(F)C(O)=O.